The task is: Predict the reaction yield, written as a fraction of the theoretical maximum amount of product (1.0 means a 100% yield; for example, 0.34 means a 34% yield).. This data is from Reaction yield outcomes from USPTO patents with 853,638 reactions. (1) The reactants are [OH:1][C:2]1[C:13]2=[C:14]3[N:9]([CH2:10][CH2:11][CH2:12]2)[CH2:8][CH2:7][CH2:6][C:5]3=[CH:4][C:3]=1[CH:15]=[O:16].CI.[C:19](=O)([O-])[O-].[K+].[K+].O. The catalyst is CN1CCCC1=O.C(OCC)(=O)C. The product is [CH3:19][O:1][C:2]1[C:13]2=[C:14]3[N:9]([CH2:10][CH2:11][CH2:12]2)[CH2:8][CH2:7][CH2:6][C:5]3=[CH:4][C:3]=1[CH:15]=[O:16]. The yield is 0.990. (2) The reactants are O1CCCC1.[NH2:6][C:7]1[C:12]([C:13]2[O:17][N:16]=[C:15]([CH2:18][C:19]3[CH:24]=[CH:23][C:22]([OH:25])=[CH:21][CH:20]=3)[CH:14]=2)=[CH:11][CH:10]=[C:9]([NH2:26])[N:8]=1.[OH-].[Na+].Cl[CH2:30][C:31]1[S:32][CH:33]=[CH:34][N:35]=1. The catalyst is CN(C)C=O. The product is [S:32]1[CH:33]=[CH:34][N:35]=[C:31]1[CH2:30][O:25][C:22]1[CH:23]=[CH:24][C:19]([CH2:18][C:15]2[CH:14]=[C:13]([C:12]3[C:7]([NH2:6])=[N:8][C:9]([NH2:26])=[CH:10][CH:11]=3)[O:17][N:16]=2)=[CH:20][CH:21]=1. The yield is 0.640. (3) The reactants are [H-].[Na+].[C:3]1([CH2:9][CH2:10][CH:11]([C:17]([O:19][CH2:20][CH3:21])=[O:18])[C:12]([O:14][CH2:15][CH3:16])=[O:13])[CH:8]=[CH:7][CH:6]=[CH:5][CH:4]=1.Br[CH2:23][C:24]([C:26]1[CH:31]=[CH:30][C:29]([Br:32])=[CH:28][CH:27]=1)=[O:25].Cl. The catalyst is O1CCCC1. The product is [Br:32][C:29]1[CH:30]=[CH:31][C:26]([C:24](=[O:25])[CH2:23][C:11]([CH2:10][CH2:9][C:3]2[CH:4]=[CH:5][CH:6]=[CH:7][CH:8]=2)([C:17]([O:19][CH2:20][CH3:21])=[O:18])[C:12]([O:14][CH2:15][CH3:16])=[O:13])=[CH:27][CH:28]=1. The yield is 0.610. (4) The reactants are [Br:1]Br.[Cl:3][C:4]1[CH:9]=[CH:8][C:7]([C:10]([C:12]2[CH:13]=[N:14][C:15]([NH:18][CH3:19])=[CH:16][CH:17]=2)=[O:11])=[CH:6][CH:5]=1.C([O-])(O)=O.[Na+]. The catalyst is C(O)(=O)C. The product is [Br:1][C:16]1[CH:17]=[C:12]([C:10]([C:7]2[CH:6]=[CH:5][C:4]([Cl:3])=[CH:9][CH:8]=2)=[O:11])[CH:13]=[N:14][C:15]=1[NH:18][CH3:19]. The yield is 0.620. (5) The reactants are C(Cl)(Cl)Cl.[F:5][C:6]1[CH:7]=[C:8]([CH:12]2[C:16]([OH:17])=[C:15]([C:18]([CH3:20])=[O:19])[CH2:14][S:13]2)[CH:9]=[CH:10][CH:11]=1.S(Cl)(Cl)(=O)=O. The catalyst is O. The product is [F:5][C:6]1[CH:7]=[C:8]([C:12]2[S:13][CH:14]=[C:15]([C:18]([CH3:20])=[O:19])[C:16]=2[OH:17])[CH:9]=[CH:10][CH:11]=1. The yield is 0.440.